This data is from NCI-60 drug combinations with 297,098 pairs across 59 cell lines. The task is: Regression. Given two drug SMILES strings and cell line genomic features, predict the synergy score measuring deviation from expected non-interaction effect. (1) Drug 1: C1CCC(C1)C(CC#N)N2C=C(C=N2)C3=C4C=CNC4=NC=N3. Drug 2: CCC(=C(C1=CC=CC=C1)C2=CC=C(C=C2)OCCN(C)C)C3=CC=CC=C3.C(C(=O)O)C(CC(=O)O)(C(=O)O)O. Cell line: UACC-257. Synergy scores: CSS=-5.05, Synergy_ZIP=2.99, Synergy_Bliss=0.627, Synergy_Loewe=-1.55, Synergy_HSA=-3.48. (2) Drug 1: C1=CC(=CC=C1C#N)C(C2=CC=C(C=C2)C#N)N3C=NC=N3. Drug 2: CN(CC1=CN=C2C(=N1)C(=NC(=N2)N)N)C3=CC=C(C=C3)C(=O)NC(CCC(=O)O)C(=O)O. Cell line: MCF7. Synergy scores: CSS=35.8, Synergy_ZIP=10.3, Synergy_Bliss=8.61, Synergy_Loewe=-13.0, Synergy_HSA=4.12. (3) Drug 2: C1=NC2=C(N=C(N=C2N1C3C(C(C(O3)CO)O)O)F)N. Drug 1: C1=C(C(=O)NC(=O)N1)N(CCCl)CCCl. Cell line: SN12C. Synergy scores: CSS=35.2, Synergy_ZIP=-8.41, Synergy_Bliss=-2.53, Synergy_Loewe=-3.44, Synergy_HSA=-1.52. (4) Drug 1: CC1OCC2C(O1)C(C(C(O2)OC3C4COC(=O)C4C(C5=CC6=C(C=C35)OCO6)C7=CC(=C(C(=C7)OC)O)OC)O)O. Drug 2: CC1CCC2CC(C(=CC=CC=CC(CC(C(=O)C(C(C(=CC(C(=O)CC(OC(=O)C3CCCCN3C(=O)C(=O)C1(O2)O)C(C)CC4CCC(C(C4)OC)O)C)C)O)OC)C)C)C)OC. Cell line: NCI-H322M. Synergy scores: CSS=16.2, Synergy_ZIP=-6.54, Synergy_Bliss=-4.36, Synergy_Loewe=-17.3, Synergy_HSA=-2.24.